From a dataset of Full USPTO retrosynthesis dataset with 1.9M reactions from patents (1976-2016). Predict the reactants needed to synthesize the given product. (1) Given the product [CH3:1][O:2][C:3](=[O:15])[C@@H:4]([NH:14][C:33]([O:32][C:29]([CH3:31])([CH3:30])[CH3:28])=[O:34])[CH2:5][CH2:6][C:7]1[CH:8]=[CH:9][C:10]([Cl:13])=[CH:11][CH:12]=1, predict the reactants needed to synthesize it. The reactants are: [CH3:1][O:2][C:3](=[O:15])[C@@H:4]([NH2:14])[CH2:5][CH2:6][C:7]1[CH:12]=[CH:11][C:10]([Cl:13])=[CH:9][CH:8]=1.C(N(CC)CC)C.C([O-])(O)=O.[Na+].[CH3:28][C:29]([O:32][C:33](O[C:33]([O:32][C:29]([CH3:31])([CH3:30])[CH3:28])=[O:34])=[O:34])([CH3:31])[CH3:30]. (2) Given the product [CH3:8][C:9]1[CH:10]=[C:11]([C:15]2[O:19][N:18]=[C:17]([C@H:20]3[CH2:25][C@@H:24]4[C@@H:22]([CH2:23]4)[NH:21]3)[CH:16]=2)[CH:12]=[CH:13][CH:14]=1, predict the reactants needed to synthesize it. The reactants are: C(O)(C(F)(F)F)=O.[CH3:8][C:9]1[CH:10]=[C:11]([C:15]2[O:19][N:18]=[C:17]([C@H:20]3[CH2:25][C@@H:24]4[C@@H:22]([CH2:23]4)[N:21]3C(OC(C)(C)C)=O)[CH:16]=2)[CH:12]=[CH:13][CH:14]=1. (3) Given the product [OH:24][C:19]1[CH:18]=[C:17]([C:15]([C@@H:4]2[C@:5]3([CH3:14])[C@H:10]([C:9]([CH3:13])([CH3:12])[CH2:8][CH2:7][CH2:6]3)[CH2:11][C@@H:2]([NH:1][C:48]([C:49]3[CH:54]=[CH:53][N:52]=[CH:51][CH:50]=3)=[O:55])[C@H:3]2[CH3:25])=[O:16])[CH:22]=[C:21]([OH:23])[CH:20]=1, predict the reactants needed to synthesize it. The reactants are: [NH2:1][C@@H:2]1[CH2:11][C@@H:10]2[C@:5]([CH3:14])([CH2:6][CH2:7][CH2:8][C:9]2([CH3:13])[CH3:12])[C@@H:4]([C:15]([C:17]2[CH:18]=[C:19]([OH:24])[CH:20]=[C:21]([OH:23])[CH:22]=2)=[O:16])[C@@H:3]1[CH3:25].F[B-](F)(F)F.N1(OC(N(C)C)=[N+](C)C)C2C=CC=CC=2N=N1.[C:48](O)(=[O:55])[C:49]1[CH:54]=[CH:53][N:52]=[CH:51][CH:50]=1.C(N(CC)C(C)C)(C)C. (4) Given the product [ClH:19].[Cl:19][C:18]1[C:11]([C:9]2[S:8][C:7]3[C:2]([NH:21][C:22]4[CH:23]=[C:24]([CH2:28][OH:29])[N:25]=[CH:26][N:27]=4)=[N:3][CH:4]=[CH:5][C:6]=3[N:10]=2)=[C:12]([CH:15]=[C:16]([F:20])[CH:17]=1)[C:13]#[N:14], predict the reactants needed to synthesize it. The reactants are: Br[C:2]1[C:7]2[S:8][C:9]([C:11]3[C:18]([Cl:19])=[CH:17][C:16]([F:20])=[CH:15][C:12]=3[C:13]#[N:14])=[N:10][C:6]=2[CH:5]=[CH:4][N:3]=1.[NH2:21][C:22]1[N:27]=[CH:26][N:25]=[C:24]([CH2:28][OH:29])[CH:23]=1.CC1(C)C2C(=C(P(C3C=CC=CC=3)C3C=CC=CC=3)C=CC=2)OC2C(P(C3C=CC=CC=3)C3C=CC=CC=3)=CC=CC1=2.C(=O)([O-])[O-].[Cs+].[Cs+].